Dataset: Reaction yield outcomes from USPTO patents with 853,638 reactions. Task: Predict the reaction yield, written as a fraction of the theoretical maximum amount of product (1.0 means a 100% yield; for example, 0.34 means a 34% yield). (1) The reactants are [F:1][C:2]1[CH:3]=[C:4](I)[C:5]([C:8]([O:10][CH3:11])=[O:9])=[N:6][CH:7]=1.[O:13]1[CH2:16][CH2:15][CH:14]1[CH2:17][NH2:18].CC1(C)C2C(=C(P(C3C=CC=CC=3)C3C=CC=CC=3)C=CC=2)OC2C(P(C3C=CC=CC=3)C3C=CC=CC=3)=CC=CC1=2.C([O-])([O-])=O.[Cs+].[Cs+]. The catalyst is CS(C)=O.C(OCC)(=O)C. The product is [F:1][C:2]1[CH:3]=[C:4]([NH:18][CH2:17][CH:14]2[CH2:15][CH2:16][O:13]2)[C:5]([C:8]([O:10][CH3:11])=[O:9])=[N:6][CH:7]=1. The yield is 0.180. (2) The reactants are BrP(C)([C:15]1[CH:20]=[CH:19][CH:18]=[CH:17][CH:16]=1)([C:15]1[CH:20]=[CH:19][CH:18]=[CH:17][CH:16]=1)[C:15]1[CH:20]=[CH:19][CH:18]=[CH:17][CH:16]=1.[Li]CCCC.[N+:27]([C:30]1[CH:31]=[C:32]([C:36]([C:38]2C=CC=CC=2)=O)[CH:33]=[CH:34][CH:35]=1)([O-:29])=[O:28]. The catalyst is C1COCC1. The product is [N+:27]([C:30]1[CH:35]=[CH:34][CH:33]=[C:32]([C:36]([C:15]2[CH:16]=[CH:17][CH:18]=[CH:19][CH:20]=2)=[CH2:38])[CH:31]=1)([O-:29])=[O:28]. The yield is 0.650. (3) The reactants are [O:1]1[CH2:5][CH2:4][O:3][CH:2]1[C:6]1[CH:7]=[C:8]2[CH:14]=[CH:13][NH:12][C:9]2=[CH:10][N:11]=1.[H-].[Na+].[CH3:17]I. The catalyst is C1COCC1. The product is [O:3]1[CH2:4][CH2:5][O:1][CH:2]1[C:6]1[CH:7]=[C:8]2[CH:14]=[CH:13][N:12]([CH3:17])[C:9]2=[CH:10][N:11]=1. The yield is 0.860. (4) The reactants are Cl[C:2]1[C:7]([N+:8]([O-:10])=[O:9])=[CH:6][C:5]([F:11])=[CH:4][C:3]=1[N+:12]([O-:14])=[O:13].[CH3:15][NH2:16]. The catalyst is C1COCC1. The product is [F:11][C:5]1[CH:6]=[C:7]([N+:8]([O-:10])=[O:9])[C:2]([NH:16][CH3:15])=[C:3]([N+:12]([O-:14])=[O:13])[CH:4]=1. The yield is 0.990. (5) The reactants are C[Si](C)(C)[N-][Si](C)(C)C.[Li+].[C:11]([O:15][C:16]([NH:18][C@H:19]1[CH2:23][C@@H:22]([C:24]([O:26][CH3:27])=[O:25])[CH:21]=[CH:20]1)=[O:17])([CH3:14])([CH3:13])[CH3:12].I[C@@H:29]1[CH2:33][CH2:32][O:31][CH2:30]1. The catalyst is O1CCCC1. The product is [C:11]([O:15][C:16]([NH:18][C@H:19]1[CH2:23][C@@:22]([C@H:29]2[CH2:33][CH2:32][O:31][CH2:30]2)([C:24]([O:26][CH3:27])=[O:25])[CH:21]=[CH:20]1)=[O:17])([CH3:14])([CH3:13])[CH3:12]. The yield is 0.310. (6) The product is [F:35][C:34]1[C:28]2[N:27]=[C:26]([CH2:25][CH2:24][N:21]3[CH2:20][CH2:19][NH:18][CH2:23][CH2:22]3)[NH:30][C:29]=2[CH:31]=[CH:32][CH:33]=1. The reactants are C1C2C(COC([N:18]3[CH2:23][CH2:22][N:21]([CH2:24][CH2:25][C:26]4[NH:30][C:29]5[CH:31]=[CH:32][CH:33]=[C:34]([F:35])[C:28]=5[N:27]=4)[CH2:20][CH2:19]3)=O)C3C(=CC=CC=3)C=2C=CC=1.N1CCCCC1. The yield is 0.650. The catalyst is C(#N)C. (7) The product is [CH3:21][O:20][C:19]1[CH:22]=[CH:23][C:16]([CH2:15][N:24]2[CH2:12][C:5]3[C:4](=[CH:9][CH:8]=[C:7]([C:10]#[N:11])[CH:6]=3)[C:3]2=[O:14])=[CH:17][CH:18]=1. The yield is 0.560. The reactants are CO[C:3](=[O:14])[C:4]1[CH:9]=[CH:8][C:7]([C:10]#[N:11])=[CH:6][C:5]=1[CH2:12]Br.[CH2:15]([NH2:24])[C:16]1[CH:23]=[CH:22][C:19]([O:20][CH3:21])=[CH:18][CH:17]=1. The catalyst is C1COCC1.CCOC(C)=O.